From a dataset of Forward reaction prediction with 1.9M reactions from USPTO patents (1976-2016). Predict the product of the given reaction. (1) The product is: [CH:14]1([C:11]2[CH:12]=[CH:13][C:8]([O:7][CH3:6])=[CH:9][CH:10]=2)[CH2:1][CH2:15]1. Given the reactants [CH2:1]([Zn]CC)C.[CH3:6][O:7][C:8]1[CH:13]=[CH:12][C:11]([CH:14]=[CH2:15])=[CH:10][CH:9]=1.IC, predict the reaction product. (2) Given the reactants [F:1][C:2]([F:35])([F:34])[C:3]1[CH:4]=[C:5]([CH:27]=[C:28]([C:30]([F:33])([F:32])[F:31])[CH:29]=1)[C:6]([N:8]1[CH2:26][CH2:25][C:11]2([N:15]([C:16]3[CH:21]=[CH:20][CH:19]=[CH:18][C:17]=3[Cl:22])[C:14](=[O:23])[NH:13][C:12]2=[O:24])[CH2:10][CH2:9]1)=[O:7].[CH3:36][N:37]1[CH:41]=[CH:40][N:39]=[C:38]1[CH2:42]O, predict the reaction product. The product is: [F:35][C:2]([F:1])([F:34])[C:3]1[CH:4]=[C:5]([CH:27]=[C:28]([C:30]([F:32])([F:31])[F:33])[CH:29]=1)[C:6]([N:8]1[CH2:9][CH2:10][C:11]2([N:15]([C:16]3[CH:21]=[CH:20][CH:19]=[CH:18][C:17]=3[Cl:22])[C:14](=[O:23])[N:13]([CH2:42][C:38]3[N:37]([CH3:36])[CH:41]=[CH:40][N:39]=3)[C:12]2=[O:24])[CH2:25][CH2:26]1)=[O:7]. (3) Given the reactants [Br:1][C:2]1[C:3](=[O:29])[N:4]([C:19]2[CH:20]=[C:21]([CH:25]=[CH:26][C:27]=2[CH3:28])C(O)=O)[C:5]([CH3:18])=[CH:6][C:7]=1[O:8][CH2:9][C:10]1[CH:15]=[CH:14][C:13]([F:16])=[CH:12][C:11]=1[F:17].C(Cl)(=O)C(Cl)=O.[C:36]([O:42][CH2:43][CH3:44])(=[O:41])[CH2:37][C:38]([O-])=[O:39].C([Mg]Cl)(C)C.C(O)(=O)CC(CC(O)=O)(C(O)=O)O, predict the reaction product. The product is: [Br:1][C:2]1[C:3](=[O:29])[N:4]([C:19]2[CH:20]=[C:21]([C:38](=[O:39])[CH2:37][C:36]([O:42][CH2:43][CH3:44])=[O:41])[CH:25]=[CH:26][C:27]=2[CH3:28])[C:5]([CH3:18])=[CH:6][C:7]=1[O:8][CH2:9][C:10]1[CH:15]=[CH:14][C:13]([F:16])=[CH:12][C:11]=1[F:17]. (4) Given the reactants Br[C:2]1[C:10]2[O:9][C:8]([C:11]3[CH:36]=[CH:35][C:14]([C:15]([NH:17][CH2:18][CH:19]4[CH2:24][CH2:23][N:22]([C:25]5[CH:30]=[CH:29][C:28]([C:31]([F:34])([F:33])[F:32])=[CH:27][N:26]=5)[CH2:21][CH2:20]4)=[O:16])=[CH:13][CH:12]=3)=[N:7][C:6]=2[CH:5]=[C:4]([C:37]#[N:38])[CH:3]=1.[CH:39]1(B(O)O)[CH2:41][CH2:40]1, predict the reaction product. The product is: [C:37]([C:4]1[CH:3]=[C:2]([CH:39]2[CH2:41][CH2:40]2)[C:10]2[O:9][C:8]([C:11]3[CH:36]=[CH:35][C:14]([C:15]([NH:17][CH2:18][CH:19]4[CH2:20][CH2:21][N:22]([C:25]5[CH:30]=[CH:29][C:28]([C:31]([F:34])([F:33])[F:32])=[CH:27][N:26]=5)[CH2:23][CH2:24]4)=[O:16])=[CH:13][CH:12]=3)=[N:7][C:6]=2[CH:5]=1)#[N:38]. (5) Given the reactants COC1C=CC(N2CCN(CCC3C=CC=CC=3)CC2)=CC=1.[F:23][C:24]1[CH:29]=[C:28]([O:30]C)[C:27]([F:32])=[CH:26][C:25]=1[N:33]1[CH2:38][CH2:37][N:36]([S:39]([C:42]2[CH:47]=[CH:46][C:45]([F:48])=[CH:44][CH:43]=2)(=[O:41])=[O:40])[CH2:35][CH2:34]1, predict the reaction product. The product is: [F:23][C:24]1[CH:29]=[C:28]([OH:30])[C:27]([F:32])=[CH:26][C:25]=1[N:33]1[CH2:34][CH2:35][N:36]([S:39]([C:42]2[CH:43]=[CH:44][C:45]([F:48])=[CH:46][CH:47]=2)(=[O:41])=[O:40])[CH2:37][CH2:38]1. (6) Given the reactants Cl[C:2]1[N:11]=[CH:10][C:9]2[N:8]([CH2:12][C:13]3[CH:18]=[CH:17][C:16]([C:19]([OH:22])([CH3:21])[CH3:20])=[CH:15][CH:14]=3)[CH2:7][CH:6]3[CH2:23][O:24][CH2:25][CH2:26][N:5]3[C:4]=2[N:3]=1.CC1(C)C(C)(C)OB([C:35]2[CH:43]=[CH:42][CH:41]=[C:40]3[C:36]=2[CH:37]=[CH:38][NH:39]3)O1, predict the reaction product. The product is: [NH:39]1[C:40]2[C:36](=[C:35]([C:2]3[N:11]=[CH:10][C:9]4[N:8]([CH2:12][C:13]5[CH:18]=[CH:17][C:16]([C:19]([OH:22])([CH3:21])[CH3:20])=[CH:15][CH:14]=5)[CH2:7][CH:6]5[CH2:23][O:24][CH2:25][CH2:26][N:5]5[C:4]=4[N:3]=3)[CH:43]=[CH:42][CH:41]=2)[CH:37]=[CH:38]1. (7) Given the reactants N1C=CC=C(CN)C=1.[CH3:9][C:10]1[O:14][N:13]=[C:12]([CH2:15][NH2:16])[CH:11]=1.FC1C=CC(CN2[C@@H](C)CN(C3SC(C(O)=O)=C(C)N=3)C2=O)=CC=1.[F:41][C:42]1[CH:43]=[C:44]([CH:62]=[C:63]([F:65])[CH:64]=1)[CH2:45][N:46]1[C@H:50]([CH3:51])[CH2:49][N:48]([C:52]2[S:53][C:54]([C:58](O)=[O:59])=[C:55]([CH3:57])[N:56]=2)[C:47]1=[O:61], predict the reaction product. The product is: [F:65][C:63]1[CH:62]=[C:44]([CH:43]=[C:42]([F:41])[CH:64]=1)[CH2:45][N:46]1[C@H:50]([CH3:51])[CH2:49][N:48]([C:52]2[S:53][C:54]([C:58]([NH:16][CH2:15][C:12]3[CH:11]=[C:10]([CH3:9])[O:14][N:13]=3)=[O:59])=[C:55]([CH3:57])[N:56]=2)[C:47]1=[O:61].